From a dataset of Catalyst prediction with 721,799 reactions and 888 catalyst types from USPTO. Predict which catalyst facilitates the given reaction. (1) Reactant: [CH2:1]([NH:8][C:9]1[CH:13]=[C:12]([C:14]2[CH:19]=[CH:18][CH:17]=[CH:16][CH:15]=2)[S:11][C:10]=1[C:20]([O-:22])=[O:21])[C:2]1[CH:7]=[CH:6][CH:5]=[CH:4][CH:3]=1.[Na+].[CH:24]1([C:27](Cl)=[O:28])[CH2:26][CH2:25]1.O1CCOCC1. Product: [CH2:1]([N:8]([C:27]([CH:24]1[CH2:26][CH2:25]1)=[O:28])[C:9]1[CH:13]=[C:12]([C:14]2[CH:19]=[CH:18][CH:17]=[CH:16][CH:15]=2)[S:11][C:10]=1[C:20]([OH:22])=[O:21])[C:2]1[CH:7]=[CH:6][CH:5]=[CH:4][CH:3]=1. The catalyst class is: 6. (2) The catalyst class is: 7. Product: [I:1][C:2]1[NH:18][C:5]2=[N:6][CH:7]=[C:8]([NH:10][C:11](=[O:17])[O:12][C:13]([CH3:14])([CH3:15])[CH3:16])[CH:9]=[C:4]2[CH:3]=1. Reactant: [I:1][C:2]1[N:18](S(C2C=CC=CC=2)(=O)=O)[C:5]2=[N:6][CH:7]=[C:8]([NH:10][C:11](=[O:17])[O:12][C:13]([CH3:16])([CH3:15])[CH3:14])[CH:9]=[C:4]2[CH:3]=1.O.O.O.[F-].C([N+](CCCC)(CCCC)CCCC)CCC.O.